From a dataset of Reaction yield outcomes from USPTO patents with 853,638 reactions. Predict the reaction yield, written as a fraction of the theoretical maximum amount of product (1.0 means a 100% yield; for example, 0.34 means a 34% yield). The reactants are [OH:1][CH2:2][C:3]1([C:16]2[CH:21]=[CH:20][CH:19]=[CH:18][CH:17]=2)[CH2:8][CH2:7][N:6](C(OC(C)(C)C)=O)[CH2:5][CH2:4]1.Br[CH2:23][C:24]1[C:33]2[C:28](=[CH:29][CH:30]=[CH:31][CH:32]=2)[N:27]=[C:26]([CH3:34])[CH:25]=1.CC(C)([O-])C.[K+].FC(F)(F)C(O)=O.C(Cl)Cl. The catalyst is C1COCC1. The product is [CH3:34][C:26]1[CH:25]=[C:24]([CH2:23][O:1][CH2:2][C:3]2([C:16]3[CH:17]=[CH:18][CH:19]=[CH:20][CH:21]=3)[CH2:4][CH2:5][NH:6][CH2:7][CH2:8]2)[C:33]2[C:28](=[CH:29][CH:30]=[CH:31][CH:32]=2)[N:27]=1. The yield is 0.830.